From a dataset of Catalyst prediction with 721,799 reactions and 888 catalyst types from USPTO. Predict which catalyst facilitates the given reaction. (1) Reactant: [CH2:1]([N:3]1[C:15]2[CH:14]=[CH:13][C:12]([C:16]3[N:20]([CH2:21][CH2:22][O:23][CH3:24])[C:19]4[CH:25]=[CH:26][C:27]([C:29]#[N:30])=[CH:28][C:18]=4[N:17]=3)=[CH:11][C:10]=2[C:9]2[C:4]1=[CH:5][CH:6]=[CH:7][CH:8]=2)[CH3:2].[N-:31]=[N+:32]=[N-:33].[Na+].[Cl-].[NH4+]. Product: [CH2:1]([N:3]1[C:15]2[CH:14]=[CH:13][C:12]([C:16]3[N:20]([CH2:21][CH2:22][O:23][CH3:24])[C:19]4[CH:25]=[CH:26][C:27]([C:29]5[NH:33][N:32]=[N:31][N:30]=5)=[CH:28][C:18]=4[N:17]=3)=[CH:11][C:10]=2[C:9]2[C:4]1=[CH:5][CH:6]=[CH:7][CH:8]=2)[CH3:2]. The catalyst class is: 3. (2) Reactant: [C:1]([C:4]1[CH:9]=[CH:8][N:7]=[CH:6][CH:5]=1)(=[O:3])[CH3:2].[BrH:10].BrBr. Product: [BrH:10].[Br:10][CH2:2][C:1]([C:4]1[CH:9]=[CH:8][N:7]=[CH:6][CH:5]=1)=[O:3]. The catalyst class is: 15.